Task: Predict the product of the given reaction.. Dataset: Forward reaction prediction with 1.9M reactions from USPTO patents (1976-2016) (1) Given the reactants OC(C(F)(F)F)=O.[NH:8]1[CH2:11][CH:10]([NH:12][C:13](=[O:30])[CH2:14][NH:15][C:16]2[C:24]3[C:19](=[CH:20][CH:21]=[C:22]([C:25]([F:28])([F:27])[F:26])[CH:23]=3)[N:18]([CH3:29])[N:17]=2)[CH2:9]1.[OH:31][C:32]1([C:39]2[CH:44]=[CH:43][CH:42]=[CH:41][CH:40]=2)[CH2:37][CH2:36][C:35](=O)[CH2:34][CH2:33]1, predict the reaction product. The product is: [OH:31][C:32]1([C:39]2[CH:40]=[CH:41][CH:42]=[CH:43][CH:44]=2)[CH2:33][CH2:34][CH:35]([N:8]2[CH2:9][CH:10]([NH:12][C:13](=[O:30])[CH2:14][NH:15][C:16]3[C:24]4[C:19](=[CH:20][CH:21]=[C:22]([C:25]([F:27])([F:26])[F:28])[CH:23]=4)[N:18]([CH3:29])[N:17]=3)[CH2:11]2)[CH2:36][CH2:37]1. (2) The product is: [CH:1]([C:3]1[N:7]([CH3:8])[CH:6]=[C:5]([C:9]([OH:11])=[O:10])[CH:4]=1)=[O:2]. Given the reactants [CH:1]([C:3]1[N:7]([CH3:8])[CH:6]=[C:5]([C:9]([O:11]C)=[O:10])[CH:4]=1)=[O:2].[OH-].[Na+].Cl, predict the reaction product. (3) Given the reactants C([O:4][CH2:5][C:6]([CH3:52])([CH3:51])[CH2:7][N:8]1[C:14]2[CH:15]=[CH:16][C:17]([Cl:19])=[CH:18][C:13]=2[C@@H:12]([C:20]2[CH:25]=[CH:24][CH:23]=[C:22]([O:26][CH3:27])[C:21]=2[O:28][CH3:29])[O:11][C@H:10]([CH2:30][C:31]([NH:33][C:34]2[CH:35]=[C:36]([CH2:43][CH2:44][C:45]([O:47]CC)=[O:46])[CH:37]=[CH:38][C:39]=2[O:40][CH2:41][CH3:42])=[O:32])[C:9]1=[O:50])(=O)C.[OH-].[Na+].C(O)C, predict the reaction product. The product is: [Cl:19][C:17]1[CH:16]=[CH:15][C:14]2[N:8]([CH2:7][C:6]([CH3:52])([CH3:51])[CH2:5][OH:4])[C:9](=[O:50])[C@@H:10]([CH2:30][C:31]([NH:33][C:34]3[CH:35]=[C:36]([CH2:43][CH2:44][C:45]([OH:47])=[O:46])[CH:37]=[CH:38][C:39]=3[O:40][CH2:41][CH3:42])=[O:32])[O:11][C@H:12]([C:20]3[CH:25]=[CH:24][CH:23]=[C:22]([O:26][CH3:27])[C:21]=3[O:28][CH3:29])[C:13]=2[CH:18]=1. (4) Given the reactants [Cl:1][C:2]1[CH:7]=[C:6]([C:8]2[N:9]=[C:10](O)[C:11]3[C:17]([O:18][CH3:19])=[CH:16][N:15]=[CH:14][C:12]=3[N:13]=2)[CH:5]=[CH:4][N:3]=1.[NH2:21][CH2:22][CH2:23][C:24]([NH2:26])=[O:25].Cl.C(OC(N1CCN(C2C3C(C4CC4)=CN=CC=3N=C(C3C=CN=C(Cl)C=3)N=2)CC1)=O)(C)(C)C, predict the reaction product. The product is: [Cl:1][C:2]1[CH:7]=[C:6]([C:8]2[N:9]=[C:10]([NH:21][CH2:22][CH2:23][C:24]([NH2:26])=[O:25])[C:11]3[C:17]([O:18][CH3:19])=[CH:16][N:15]=[CH:14][C:12]=3[N:13]=2)[CH:5]=[CH:4][N:3]=1. (5) Given the reactants [CH2:1]([O:3][C:4]([C:6]1[C:15]([Cl:16])=[CH:14][C:13]2[C:8](=[C:9]([O:17]C)[CH:10]=[CH:11][CH:12]=2)[CH:7]=1)=[O:5])[CH3:2].B(Cl)(Cl)Cl.O, predict the reaction product. The product is: [CH2:1]([O:3][C:4]([C:6]1[C:15]([Cl:16])=[CH:14][C:13]2[C:8](=[C:9]([OH:17])[CH:10]=[CH:11][CH:12]=2)[CH:7]=1)=[O:5])[CH3:2].